Dataset: Catalyst prediction with 721,799 reactions and 888 catalyst types from USPTO. Task: Predict which catalyst facilitates the given reaction. (1) Reactant: Br[C:2]1[CH:7]=[CH:6][C:5]([C@@H:8]2[CH2:12][CH2:11][C:10]([F:14])([F:13])[CH2:9]2)=[CH:4][CH:3]=1.[Li]CCCC.[C:20](=[O:22])=[O:21]. Product: [F:13][C:10]1([F:14])[CH2:11][CH2:12][C@@H:8]([C:5]2[CH:6]=[CH:7][C:2]([C:20]([OH:22])=[O:21])=[CH:3][CH:4]=2)[CH2:9]1. The catalyst class is: 116. (2) Reactant: [F:1][C:2]1[CH:3]=[CH:4][CH:5]=[C:6]2[C:11]=1[NH:10][C:9](=[O:12])[C:8]([CH:13]=O)=[CH:7]2.C(O[BH-](OC(=O)C)OC(=O)C)(=O)C.[Na+].[CH:29]([NH2:32])([CH3:31])[CH3:30]. Product: [F:1][C:2]1[CH:3]=[CH:4][CH:5]=[C:6]2[C:11]=1[NH:10][C:9](=[O:12])[C:8]([CH2:13][NH:32][CH:29]([CH3:31])[CH3:30])=[CH:7]2. The catalyst class is: 4.